Dataset: Forward reaction prediction with 1.9M reactions from USPTO patents (1976-2016). Task: Predict the product of the given reaction. (1) Given the reactants C([O:4][CH2:5][CH2:6][CH2:7][CH2:8][CH:9]=[CH2:10])(=O)C.C12BC(CCC1)CCC2.[OH-].[Na+].Br[C:23]1[C:24]2[C:29]([CH:30]=[C:31]3[C:36]=1[CH:35]=[CH:34][CH:33]=[CH:32]3)=[CH:28][CH:27]=[CH:26][CH:25]=2, predict the reaction product. The product is: [CH:25]1[C:24]2[C:29](=[CH:30][C:31]3[C:36]([C:23]=2[CH2:10][CH2:9][CH2:8][CH2:7][CH2:6][CH2:5][OH:4])=[CH:35][CH:34]=[CH:33][CH:32]=3)[CH:28]=[CH:27][CH:26]=1. (2) Given the reactants [CH:1]([OH:14])([C:8]1[CH:13]=[CH:12][CH:11]=[CH:10]C=1)C1C=CC=CC=1.[C:15]1(=[O:21])[CH2:20][CH2:19][CH2:18][CH2:17][CH2:16]1.ON1C(=O)C2=CC=CC=C2C1=O.N(C(C)(C)C#N)=NC(C)(C)C#N.O=O.FC(F)(F)C(O)C(F)(F)F.C1(C)C=CC(S(O)(=O)=O)=CC=1, predict the reaction product. The product is: [C:1]1(=[O:14])[O:21][CH2:10][CH2:11][CH2:12][CH2:13][CH2:8]1.[C:15]1(=[O:21])[CH2:20][CH2:19][CH2:18][CH2:17][CH2:16]1. (3) Given the reactants [C:1]([C:5]1[CH:9]=[C:8]([NH:10][C:11](=[O:19])OC2C=CC=CC=2)[N:7]([CH3:20])[N:6]=1)([CH3:4])([CH3:3])[CH3:2].[CH3:21][O:22][CH2:23][CH2:24][O:25][CH2:26][CH2:27][O:28][CH2:29][CH2:30][O:31][CH2:32][CH2:33][O:34][CH2:35][CH2:36][O:37][CH2:38][CH2:39][O:40][CH2:41][CH2:42][O:43][C:44]1[CH:45]=[C:46]([NH:52][C:53]2[N:58]=[C:57]([O:59][C:60]3[C:69]4[C:64](=[CH:65][CH:66]=[CH:67][CH:68]=4)[C:63]([NH2:70])=[CH:62][CH:61]=3)[CH:56]=[CH:55][N:54]=2)[CH:47]=[C:48]([O:50][CH3:51])[CH:49]=1.C(N(CC)CC)C, predict the reaction product. The product is: [CH3:21][O:22][CH2:23][CH2:24][O:25][CH2:26][CH2:27][O:28][CH2:29][CH2:30][O:31][CH2:32][CH2:33][O:34][CH2:35][CH2:36][O:37][CH2:38][CH2:39][O:40][CH2:41][CH2:42][O:43][C:44]1[CH:45]=[C:46]([NH:52][C:53]2[N:58]=[C:57]([O:59][C:60]3[C:69]4[C:64](=[CH:65][CH:66]=[CH:67][CH:68]=4)[C:63]([NH:70][C:11]([NH:10][C:8]4[N:7]([CH3:20])[N:6]=[C:5]([C:1]([CH3:2])([CH3:3])[CH3:4])[CH:9]=4)=[O:19])=[CH:62][CH:61]=3)[CH:56]=[CH:55][N:54]=2)[CH:47]=[C:48]([O:50][CH3:51])[CH:49]=1.